This data is from Reaction yield outcomes from USPTO patents with 853,638 reactions. The task is: Predict the reaction yield, written as a fraction of the theoretical maximum amount of product (1.0 means a 100% yield; for example, 0.34 means a 34% yield). (1) The reactants are [Cl:1][C:2]1[CH:3]=[C:4]2[C:8](=[CH:9][CH:10]=1)[N:7]([C:11]1[N:15]([CH3:16])[N:14]=[C:13]([CH3:17])[C:12]=1[CH2:18][OH:19])[CH:6]=[CH:5]2.[CH2:20]([S:25]([NH2:28])(=[O:27])=[O:26])[CH2:21][CH2:22][CH2:23][CH3:24].N12CCCN=C1CCCCC2.Cl.CN(C)[CH:43]=[O:44]. The catalyst is CN(C)C1C=CN=CC=1. The product is [CH2:20]([S:25]([NH:28][C:43](=[O:44])[O:19][CH2:18][C:12]1[C:13]([CH3:17])=[N:14][N:15]([CH3:16])[C:11]=1[N:7]1[C:8]2[C:4](=[CH:3][C:2]([Cl:1])=[CH:10][CH:9]=2)[CH:5]=[CH:6]1)(=[O:27])=[O:26])[CH2:21][CH2:22][CH2:23][CH3:24]. The yield is 0.380. (2) The reactants are C[O:2][C:3](=O)[C:4]1[C:9]([CH3:10])=[CH:8][C:7]([F:11])=[CH:6][C:5]=1[C:12]#[N:13].BrN1C(=O)CCC1=O.C(OOC(=O)C1C=CC=CC=1)(=O)C1C=CC=CC=1.C(N(CC)CC)C.[N:48]1([CH2:54][CH2:55][CH2:56][NH2:57])[CH2:53][CH2:52][O:51][CH2:50][CH2:49]1. The catalyst is C(OC)(=O)C(C)(C)C.ClCCl.C(Cl)(Cl)Cl.CO. The product is [F:11][C:7]1[CH:6]=[C:5]([C:12]#[N:13])[C:4]2[C:3](=[O:2])[N:57]([CH2:56][CH2:55][CH2:54][N:48]3[CH2:53][CH2:52][O:51][CH2:50][CH2:49]3)[CH2:10][C:9]=2[CH:8]=1. The yield is 0.400. (3) The reactants are Cl.[CH:2]1([CH2:5][N:6]([C:11]2[CH:12]=[CH:13][C:14]([O:20][CH2:21][CH2:22][N:23]3[CH2:28][CH2:27][O:26][CH2:25][CH2:24]3)=[C:15]([CH:19]=2)[C:16]([OH:18])=[O:17])[S:7]([CH3:10])(=[O:9])=[O:8])[CH2:4][CH2:3]1.[Cl:29][C:30]1[CH:31]=[N+:32]([O-:55])[CH:33]=[C:34]([Cl:54])[C:35]=1[CH2:36][C@@H:37]([C:39]1[CH:44]=[CH:43][C:42]([O:45][CH:46]([F:48])[F:47])=[C:41]([O:49][CH2:50][CH:51]2[CH2:53][CH2:52]2)[CH:40]=1)O.C(Cl)CCl. The catalyst is CN(C1C=CN=CC=1)C.C(Cl)Cl. The product is [Cl:29][C:30]1[CH:31]=[N+:32]([O-:55])[CH:33]=[C:34]([Cl:54])[C:35]=1[CH2:36][C@@H:37]([C:39]1[CH:44]=[CH:43][C:42]([O:45][CH:46]([F:48])[F:47])=[C:41]([O:49][CH2:50][CH:51]2[CH2:53][CH2:52]2)[CH:40]=1)[O:17][C:16](=[O:18])[C:15]1[CH:19]=[C:11]([N:6]([CH2:5][CH:2]2[CH2:4][CH2:3]2)[S:7]([CH3:10])(=[O:9])=[O:8])[CH:12]=[CH:13][C:14]=1[O:20][CH2:21][CH2:22][N:23]1[CH2:24][CH2:25][O:26][CH2:27][CH2:28]1. The yield is 0.0741. (4) The reactants are CS(O[CH2:6][C:7]1[CH:12]=[CH:11][C:10]([N+:13]([O-:15])=[O:14])=[C:9]([N+:16]([O-:18])=[O:17])[CH:8]=1)(=O)=O.C(N(CC)CC)C.[CH3:26][C@H:27]1[CH2:32][NH:31][CH2:30][C@@H:29]([CH3:33])[NH:28]1.C(Cl)(Cl)Cl.CO. The catalyst is C(Cl)Cl. The product is [N+:16]([C:9]1[CH:8]=[C:7]([CH:12]=[CH:11][C:10]=1[N+:13]([O-:15])=[O:14])[CH2:6][N:31]1[CH2:30][C@H:29]([CH3:33])[NH:28][C@H:27]([CH3:26])[CH2:32]1)([O-:18])=[O:17]. The yield is 0.533. (5) The reactants are C([O-])([O-])=O.[K+].[K+].[C@@H]1(N)CCCC[C@H]1N.[NH:15]1[CH2:19][CH2:18][CH2:17][C:16]1=[O:20].Cl[C:22]1[CH:27]=[CH:26][C:25]([CH3:28])=[CH:24][CH:23]=1. The catalyst is [Cu]I. The product is [CH3:28][C:25]1[CH:26]=[CH:27][C:22]([N:15]2[CH2:19][CH2:18][CH2:17][C:16]2=[O:20])=[CH:23][CH:24]=1. The yield is 0.620. (6) The reactants are [C:1]([O:9]CC)(=O)[CH2:2][C:3]([O:5][CH2:6][CH3:7])=[O:4].[H-].[Na+].[CH2:14]([N:21]1[C:26]2[N:27]=[CH:28][CH:29]=[CH:30][C:25]=2[C:24](=O)[O:23]C1=O)[C:15]1[CH:20]=[CH:19][CH:18]=[CH:17][CH:16]=1.Cl. The catalyst is CC(N(C)C)=O. The product is [CH2:6]([O:5][C:3]([C:2]1[C:1](=[O:9])[N:21]([CH2:14][C:15]2[CH:20]=[CH:19][CH:18]=[CH:17][CH:16]=2)[C:26]2[C:25]([C:24]=1[OH:23])=[CH:30][CH:29]=[CH:28][N:27]=2)=[O:4])[CH3:7]. The yield is 0.720.